From a dataset of Catalyst prediction with 721,799 reactions and 888 catalyst types from USPTO. Predict which catalyst facilitates the given reaction. (1) Reactant: Br[C:2]1[CH:7]=[CH:6][C:5]([C:8]2[CH:13]=[CH:12][C:11]([O:14][CH2:15][CH2:16][CH2:17][N:18]3[CH2:23][CH2:22][CH2:21][CH2:20][CH2:19]3)=[CH:10][CH:9]=2)=[CH:4][CH:3]=1.[CH2:24]([N:27]1[CH2:32][CH2:31][CH2:30][CH2:29][CH2:28]1)[C:25]#[CH:26].C1(P(C2C=CC=CC=2)C2C=CC=CC=2)C=CC=CC=1.C([O-])(=O)C([O-])=O. Product: [N:27]1([CH2:24][C:25]#[C:26][C:2]2[CH:7]=[CH:6][C:5]([C:8]3[CH:13]=[CH:12][C:11]([O:14][CH2:15][CH2:16][CH2:17][N:18]4[CH2:23][CH2:22][CH2:21][CH2:20][CH2:19]4)=[CH:10][CH:9]=3)=[CH:4][CH:3]=2)[CH2:32][CH2:31][CH2:30][CH2:29][CH2:28]1. The catalyst class is: 66. (2) Reactant: C[Al](C)C.[NH2:5][C:6]1[CH:11]=[CH:10][CH:9]=[CH:8][CH:7]=1.C([O:14][C:15]([C:17]1[N:21]2[N:22]=[C:23]([Cl:26])[CH:24]=[CH:25][C:20]2=[N:19][CH:18]=1)=O)C. Product: [C:6]1([NH:5][C:15]([C:17]2[N:21]3[N:22]=[C:23]([Cl:26])[CH:24]=[CH:25][C:20]3=[N:19][CH:18]=2)=[O:14])[CH:11]=[CH:10][CH:9]=[CH:8][CH:7]=1. The catalyst class is: 4. (3) Reactant: [C:1]([C:3]1[CH:8]=[CH:7][C:6]([N:9]2[CH:13]([C:14]3[CH2:18][CH2:17][CH2:16][CH:15]=3)[CH:12]3[CH2:19][O:20][C:21]4[CH:22]=[C:23]([C:27]([O:29]C)=[O:28])[CH:24]=[CH:25][C:26]=4[C:11]3=[N:10]2)=[CH:5][C:4]=1[CH3:31])#[N:2].[OH-].[Na+]. Product: [C:1]([C:3]1[CH:8]=[CH:7][C:6]([N:9]2[CH:13]([C:14]3[CH2:18][CH2:17][CH2:16][CH:15]=3)[CH:12]3[CH2:19][O:20][C:21]4[CH:22]=[C:23]([C:27]([OH:29])=[O:28])[CH:24]=[CH:25][C:26]=4[C:11]3=[N:10]2)=[CH:5][C:4]=1[CH3:31])#[N:2]. The catalyst class is: 111. (4) Reactant: [Br:1][C:2]1[CH:11]=[C:10]2[C:5]([C:6](=[O:21])[N:7]([CH2:14][CH:15]3[CH2:20][CH2:19][CH2:18][CH2:17][NH:16]3)[C:8]([CH2:12]Cl)=[N:9]2)=[CH:4][CH:3]=1.C([O-])([O-])=O.[K+].[K+]. The catalyst class is: 144. Product: [Br:1][C:2]1[CH:11]=[C:10]2[C:5]([C:6](=[O:21])[N:7]3[CH2:14][CH:15]4[CH2:20][CH2:19][CH2:18][CH2:17][N:16]4[CH2:12][C:8]3=[N:9]2)=[CH:4][CH:3]=1. (5) Reactant: I[C:2]1[CH:3]=[C:4]([NH2:9])[CH:5]=[CH:6][C:7]=1[CH3:8].[CH3:10][C:11]1([CH3:27])[C:15]([CH3:17])([CH3:16])[O:14][B:13]([B:13]2[O:14][C:15]([CH3:17])([CH3:16])[C:11]([CH3:27])([CH3:10])[O:12]2)[O:12]1.CC([O-])=O.[K+].N#N. Product: [CH3:8][C:7]1[CH:6]=[CH:5][C:4]([NH2:9])=[CH:3][C:2]=1[B:13]1[O:14][C:15]([CH3:17])([CH3:16])[C:11]([CH3:27])([CH3:10])[O:12]1. The catalyst class is: 418. (6) Reactant: [Cl:1][C:2]1[C:3]([F:17])=[C:4]([CH:6]=[CH:7][C:8]=1[O:9][C:10]1[CH:15]=[CH:14][N:13]=[C:12](Cl)[CH:11]=1)[NH2:5].[CH3:18][N:19]1[CH:23]=[C:22](B2OC(C)(C)C(C)(C)O2)[CH:21]=[N:20]1.[O-]P([O-])([O-])=O.[K+].[K+].[K+]. Product: [Cl:1][C:2]1[C:3]([F:17])=[C:4]([CH:6]=[CH:7][C:8]=1[O:9][C:10]1[CH:15]=[CH:14][N:13]=[C:12]([C:22]2[CH:21]=[N:20][N:19]([CH3:18])[CH:23]=2)[CH:11]=1)[NH2:5]. The catalyst class is: 339. (7) Reactant: [CH:1]1([CH2:4][OH:5])[CH2:3][CH2:2]1.[H-].[Na+].I[CH2:9][Sn:10]([CH2:19][CH2:20][CH2:21][CH3:22])([CH2:15][CH2:16][CH2:17][CH3:18])[CH2:11][CH2:12][CH2:13][CH3:14]. Product: [CH2:19]([Sn:10]([CH2:11][CH2:12][CH2:13][CH3:14])([CH2:15][CH2:16][CH2:17][CH3:18])[CH2:9][O:5][CH2:4][CH:1]1[CH2:3][CH2:2]1)[CH2:20][CH2:21][CH3:22]. The catalyst class is: 1. (8) Reactant: [Cl:1][C:2]1[CH:7]=[C:6](F)[CH:5]=[CH:4][C:3]=1[S:9]([C@H:12]1[CH2:16][CH2:15][N:14]([C:17]2[N:22]=[C:21]([C:23]#[N:24])[CH:20]=[CH:19][N:18]=2)[CH2:13]1)(=[O:11])=[O:10].[CH3:25][N:26]1[CH2:31][CH2:30][NH:29][CH2:28][CH2:27]1.CCN(C(C)C)C(C)C. Product: [Cl:1][C:2]1[CH:7]=[C:6]([N:29]2[CH2:30][CH2:31][N:26]([CH3:25])[CH2:27][CH2:28]2)[CH:5]=[CH:4][C:3]=1[S:9]([C@H:12]1[CH2:16][CH2:15][N:14]([C:17]2[N:22]=[C:21]([C:23]#[N:24])[CH:20]=[CH:19][N:18]=2)[CH2:13]1)(=[O:11])=[O:10]. The catalyst class is: 10. (9) The catalyst class is: 11. Product: [CH3:9][C:8]1([C:5]2[CH:6]=[CH:7][C:2]([NH2:1])=[CH:3][CH:4]=2)[O:13][CH2:12][CH2:11][O:10]1. Reactant: [NH2:1][C:2]1[CH:7]=[CH:6][C:5]([C:8](=[O:10])[CH3:9])=[CH:4][CH:3]=1.[CH2:11](O)[CH2:12][OH:13].CC1C=CC(S(O)(=O)=O)=CC=1.O.